Dataset: Peptide-MHC class II binding affinity with 134,281 pairs from IEDB. Task: Regression. Given a peptide amino acid sequence and an MHC pseudo amino acid sequence, predict their binding affinity value. This is MHC class II binding data. The peptide sequence is TKFFYLLGLSAIMQV. The MHC is DRB1_1501 with pseudo-sequence DRB1_1501. The binding affinity (normalized) is 0.384.